The task is: Predict the reactants needed to synthesize the given product.. This data is from Full USPTO retrosynthesis dataset with 1.9M reactions from patents (1976-2016). (1) Given the product [CH3:22][CH:23]([CH3:47])[CH2:24][N:25]([C:18]([C:10]1[N:11]=[C:12]2[CH:17]=[CH:16][CH:15]=[CH:14][N:13]2[C:9]=1[CH2:8][O:1][C:2]1[CH:3]=[CH:4][CH:5]=[CH:6][CH:7]=1)=[O:20])[C@H:26]1[CH2:31][C@@H:30]([C:32]([N:34]2[CH2:39][CH2:38][O:37][CH2:36][CH2:35]2)=[O:33])[CH2:29][N:28]([C:40]([O:42][C:43]([CH3:44])([CH3:46])[CH3:45])=[O:41])[CH2:27]1, predict the reactants needed to synthesize it. The reactants are: [O:1]([CH2:8][C:9]1[N:13]2[CH:14]=[CH:15][CH:16]=[CH:17][C:12]2=[N:11][C:10]=1[C:18]([O-:20])=O)[C:2]1[CH:7]=[CH:6][CH:5]=[CH:4][CH:3]=1.[Na+].[CH3:22][CH:23]([CH3:47])[CH2:24][NH:25][C@H:26]1[CH2:31][C@@H:30]([C:32]([N:34]2[CH2:39][CH2:38][O:37][CH2:36][CH2:35]2)=[O:33])[CH2:29][N:28]([C:40]([O:42][C:43]([CH3:46])([CH3:45])[CH3:44])=[O:41])[CH2:27]1.C(N(CC)C(C)C)(C)C.F[P-](F)(F)(F)(F)F.ClC(N(C)C)=[N+](C)C. (2) The reactants are: Cl.[CH:2]1([C:7]2[CH:11]=[C:10]([NH:12][C:13]3[C:14]4[CH2:29][CH2:28][CH2:27][C:15]=4[N:16]=[C:17]([N:19]4[CH2:23][CH2:22][CH2:21][C@H:20]4[C:24]([OH:26])=O)[N:18]=3)[NH:9][N:8]=2)[CH2:6][CH2:5][CH2:4][CH2:3]1.Cl.[CH3:31][NH:32][CH3:33].CCN=C=NCCCN(C)C.Cl.C1C=CC2N(O)N=NC=2C=1.CCN(C(C)C)C(C)C. Given the product [CH:2]1([C:7]2[CH:11]=[C:10]([NH:12][C:13]3[C:14]4[CH2:29][CH2:28][CH2:27][C:15]=4[N:16]=[C:17]([N:19]4[CH2:23][CH2:22][CH2:21][C@H:20]4[C:24]([N:32]([CH3:33])[CH3:31])=[O:26])[N:18]=3)[NH:9][N:8]=2)[CH2:6][CH2:5][CH2:4][CH2:3]1, predict the reactants needed to synthesize it. (3) Given the product [CH2:23]([N:9]([C:4]1[CH:5]=[CH:6][CH:7]=[CH:8][C:3]=1[CH2:1][CH3:2])[C:10]1[N:15]=[CH:14][C:13]2[N:16]=[CH:17][N:18]([CH3:19])[C:12]=2[CH:11]=1)[CH3:24], predict the reactants needed to synthesize it. The reactants are: [CH2:1]([C:3]1[CH:8]=[CH:7][CH:6]=[CH:5][C:4]=1[NH:9][C:10]1[N:15]=[CH:14][C:13]2[N:16]=[CH:17][N:18]([CH3:19])[C:12]=2[CH:11]=1)[CH3:2].[H-].[Na+].I[CH2:23][CH3:24]. (4) Given the product [C:26]([C:23]1[CH:24]=[CH:25][C:20]([CH2:19][N:13]2[C:14](=[O:18])[N:15]([CH2:16][CH3:17])[C:11]([CH2:10][CH2:9][C:8]([C:4]3[CH:3]=[C:2]([C:38]4[CH:39]=[CH:40][C:35]([O:34][CH2:32][CH3:33])=[C:36]([CH2:50][C:51]([O:53][CH3:54])=[O:52])[CH:37]=4)[CH:7]=[CH:6][CH:5]=3)([F:31])[F:30])=[N:12]2)=[CH:21][CH:22]=1)([CH3:29])([CH3:28])[CH3:27], predict the reactants needed to synthesize it. The reactants are: Br[C:2]1[CH:3]=[C:4]([C:8]([F:31])([F:30])[CH2:9][CH2:10][C:11]2[N:15]([CH2:16][CH3:17])[C:14](=[O:18])[N:13]([CH2:19][C:20]3[CH:25]=[CH:24][C:23]([C:26]([CH3:29])([CH3:28])[CH3:27])=[CH:22][CH:21]=3)[N:12]=2)[CH:5]=[CH:6][CH:7]=1.[CH2:32]([O:34][C:35]1[CH:40]=[CH:39][C:38](B2OC(C)(C)C(C)(C)O2)=[CH:37][C:36]=1[CH2:50][C:51]([O:53][CH3:54])=[O:52])[CH3:33].C([O-])(O)=O.[Na+].N#N.